Dataset: Catalyst prediction with 721,799 reactions and 888 catalyst types from USPTO. Task: Predict which catalyst facilitates the given reaction. Product: [CH3:1][O:2][C:3](=[O:18])[CH2:4][C:5]1[C:14]([F:19])=[C:13]([OH:15])[C:12]2[C:7](=[CH:8][CH:9]=[C:10]([F:16])[CH:11]=2)[C:6]=1[Br:17]. Reactant: [CH3:1][O:2][C:3](=[O:18])[CH2:4][C:5]1[CH:14]=[C:13]([OH:15])[C:12]2[C:7](=[CH:8][CH:9]=[C:10]([F:16])[CH:11]=2)[C:6]=1[Br:17].[F:19][B-](F)(F)F.F[B-](F)(F)F.ClC[N+]12CC[N+](F)(CC1)CC2. The catalyst class is: 47.